From a dataset of Forward reaction prediction with 1.9M reactions from USPTO patents (1976-2016). Predict the product of the given reaction. Given the reactants [OH-].[Na+].[CH2:3]([NH:5][C:6]([NH:8][C:9]1[N:40]=[C:12]2[CH:13]=[C:14]([C:22]3[CH:23]=[N:24][C:25]([N:28]4[CH2:33][CH2:32][C:31]([CH3:39])([C:34]([O:36]CC)=[O:35])[CH2:30][CH2:29]4)=[N:26][CH:27]=3)[CH:15]=[C:16]([N:17]3[CH:21]=[CH:20][CH:19]=[N:18]3)[N:11]2[N:10]=1)=[O:7])[CH3:4], predict the reaction product. The product is: [CH2:3]([NH:5][C:6]([NH:8][C:9]1[N:40]=[C:12]2[CH:13]=[C:14]([C:22]3[CH:23]=[N:24][C:25]([N:28]4[CH2:29][CH2:30][C:31]([CH3:39])([C:34]([OH:36])=[O:35])[CH2:32][CH2:33]4)=[N:26][CH:27]=3)[CH:15]=[C:16]([N:17]3[CH:21]=[CH:20][CH:19]=[N:18]3)[N:11]2[N:10]=1)=[O:7])[CH3:4].